This data is from Forward reaction prediction with 1.9M reactions from USPTO patents (1976-2016). The task is: Predict the product of the given reaction. Given the reactants [O:1]=[C:2]1[C:6](=[CH:7][C:8]2[CH:13]=[CH:12][C:11]([N:14]3[CH2:19][CH2:18][C:17](=O)[CH2:16][CH2:15]3)=[CH:10][CH:9]=2)[S:5][C:4]([N:21]2[CH2:26][CH2:25][CH2:24][CH2:23][CH2:22]2)=[N:3]1.[NH2:27][CH2:28][C@H:29]([OH:39])[CH2:30][O:31][C:32]1[CH:37]=[CH:36][C:35]([OH:38])=[CH:34][CH:33]=1, predict the reaction product. The product is: [OH:39][C@H:29]([CH2:30][O:31][C:32]1[CH:37]=[CH:36][C:35]([OH:38])=[CH:34][CH:33]=1)[CH2:28][NH:27][CH:17]1[CH2:18][CH2:19][N:14]([C:11]2[CH:12]=[CH:13][C:8]([CH:7]=[C:6]3[S:5][C:4]([N:21]4[CH2:22][CH2:23][CH2:24][CH2:25][CH2:26]4)=[N:3][C:2]3=[O:1])=[CH:9][CH:10]=2)[CH2:15][CH2:16]1.